From a dataset of Forward reaction prediction with 1.9M reactions from USPTO patents (1976-2016). Predict the product of the given reaction. (1) Given the reactants [Si:1]([O:8][C:9]1[CH:14]=[CH:13][C:12]([C:15]2[N:16]=[C:17]([C:22]3[S:26][C:25]4[CH:27]=[CH:28][S:29][C:24]=4[CH:23]=3)[C:18]([NH2:21])=[N:19][CH:20]=2)=[CH:11][CH:10]=1)([C:4]([CH3:7])([CH3:6])[CH3:5])([CH3:3])[CH3:2].[Si:30]([O:37][C:38]1[CH:43]=[CH:42][C:41]([CH2:44][C:45](Cl)=[O:46])=[CH:40][CH:39]=1)([C:33]([CH3:36])([CH3:35])[CH3:34])([CH3:32])[CH3:31].O, predict the reaction product. The product is: [Si:30]([O:37][C:38]1[CH:39]=[CH:40][C:41]([CH2:44][C:45]([NH:21][C:18]2[C:17]([C:22]3[S:26][C:25]4[CH:27]=[CH:28][S:29][C:24]=4[CH:23]=3)=[N:16][C:15]([C:12]3[CH:11]=[CH:10][C:9]([O:8][Si:1]([C:4]([CH3:5])([CH3:6])[CH3:7])([CH3:2])[CH3:3])=[CH:14][CH:13]=3)=[CH:20][N:19]=2)=[O:46])=[CH:42][CH:43]=1)([C:33]([CH3:36])([CH3:35])[CH3:34])([CH3:32])[CH3:31]. (2) The product is: [CH2:11]([O:18][C:19]1[CH:20]=[CH:21][C:22]([N:25]2[C:5]([NH2:6])=[CH:4][C:3]([C:2]([CH3:9])([CH3:8])[CH3:1])=[N:26]2)=[CH:23][CH:24]=1)[C:12]1[CH:13]=[CH:14][CH:15]=[CH:16][CH:17]=1. Given the reactants [CH3:1][C:2]([CH3:9])([CH3:8])[C:3](=O)[CH2:4][C:5]#[N:6].Cl.[CH2:11]([O:18][C:19]1[CH:24]=[CH:23][C:22]([NH:25][NH2:26])=[CH:21][CH:20]=1)[C:12]1[CH:17]=[CH:16][CH:15]=[CH:14][CH:13]=1, predict the reaction product.